Dataset: Forward reaction prediction with 1.9M reactions from USPTO patents (1976-2016). Task: Predict the product of the given reaction. (1) Given the reactants [Cl:1][C:2]1[CH:10]=[CH:9][C:5]([C:6](O)=[O:7])=[CH:4][C:3]=1[NH:11][C:12]([C:14]1[C:15](=[O:31])[NH:16][C:17]2[C:22]([CH:23]=1)=[CH:21][C:20]([O:24][CH2:25][CH2:26][O:27][CH3:28])=[C:19]([O:29][CH3:30])[CH:18]=2)=[O:13].C(OC(=O)[NH:38][CH2:39][CH:40]([NH2:47])[C:41]1[CH:46]=[CH:45][CH:44]=[CH:43][CH:42]=1)(C)(C)C, predict the reaction product. The product is: [NH2:38][CH2:39][CH:40]([NH:47][C:6]([C:5]1[CH:9]=[CH:10][C:2]([Cl:1])=[C:3]([NH:11][C:12]([C:14]2[C:15](=[O:31])[NH:16][C:17]3[C:22]([CH:23]=2)=[CH:21][C:20]([O:24][CH2:25][CH2:26][O:27][CH3:28])=[C:19]([O:29][CH3:30])[CH:18]=3)=[O:13])[CH:4]=1)=[O:7])[C:41]1[CH:46]=[CH:45][CH:44]=[CH:43][CH:42]=1. (2) Given the reactants C([O:3][CH2:4][CH2:5][O:6][NH:7][C:8]([C:10]1[CH:11]=[C:12]([F:28])[C:13]2[N:14]([CH:25]=[N:26][CH:27]=2)[C:15]=1[NH:16][C:17]1[CH:22]=[CH:21][C:20]([I:23])=[CH:19][C:18]=1[F:24])=[O:9])=C, predict the reaction product. The product is: [OH:3][CH2:4][CH2:5][O:6][NH:7][C:8]([C:10]1[CH:11]=[C:12]([F:28])[C:13]2[N:14]([CH:25]=[N:26][CH:27]=2)[C:15]=1[NH:16][C:17]1[CH:22]=[CH:21][C:20]([I:23])=[CH:19][C:18]=1[F:24])=[O:9]. (3) The product is: [C:40]([Si:37]([CH3:39])([CH3:38])[O:36][CH2:35][CH2:34][C@@:7]([OH:6])([CH2:11][C:12]1[CH:25]=[C:24]([O:26][CH3:27])[C:23]2[C:14](=[C:15]([O:30][CH3:31])[C:16]3[C:21]([C:22]=2[O:28][CH3:29])=[CH:20][CH:19]=[CH:18][CH:17]=3)[C:13]=1[O:32][CH3:33])[C:8](=[O:9])[CH3:45])([CH3:43])([CH3:41])[CH3:42]. Given the reactants C([C@@H]1[O:9][C:8](=O)[C@@:7]([CH2:34][CH2:35][O:36][Si:37]([C:40]([CH3:43])([CH3:42])[CH3:41])([CH3:39])[CH3:38])([CH2:11][C:12]2[CH:25]=[C:24]([O:26][CH3:27])[C:23]3[C:14](=[C:15]([O:30][CH3:31])[C:16]4[C:21]([C:22]=3[O:28][CH3:29])=[CH:20][CH:19]=[CH:18][CH:17]=4)[C:13]=2[O:32][CH3:33])[O:6]1)(C)(C)C.[Li][CH3:45], predict the reaction product. (4) Given the reactants [Cl:1][C:2]1[CH:7]=[CH:6][CH:5]=[CH:4][C:3]=1[N:8]1[C:12]([C:13]2[CH:18]=[CH:17][C:16]([C:19]3[CH:24]=[CH:23][CH:22]=[C:21]([S:25]([CH3:28])(=[O:27])=[O:26])[CH:20]=3)=[C:15]([C:29]([N:31]3[CH2:36][CH2:35][O:34][CH2:33][CH2:32]3)=O)[CH:14]=2)=[CH:11][C:10]([C:37]([F:40])([F:39])[F:38])=[N:9]1.CO, predict the reaction product. The product is: [Cl:1][C:2]1[CH:7]=[CH:6][CH:5]=[CH:4][C:3]=1[N:8]1[C:12]([C:13]2[CH:18]=[CH:17][C:16]([C:19]3[CH:24]=[CH:23][CH:22]=[C:21]([S:25]([CH3:28])(=[O:26])=[O:27])[CH:20]=3)=[C:15]([CH2:29][N:31]3[CH2:36][CH2:35][O:34][CH2:33][CH2:32]3)[CH:14]=2)=[CH:11][C:10]([C:37]([F:38])([F:39])[F:40])=[N:9]1. (5) Given the reactants [O:1]1[C:5]2[CH:6]=[CH:7][C:8]([C:10]3[CH2:11][C:12]([CH3:16])([CH3:15])[CH2:13][N:14]=3)=[CH:9][C:4]=2[O:3][CH2:2]1.C(O[BH-](OC(=O)C)OC(=O)C)(=O)C.[Na+].[Na].C(O)(=O)C, predict the reaction product. The product is: [O:1]1[C:5]2[CH:6]=[CH:7][C:8]([CH:10]3[CH2:11][C:12]([CH3:16])([CH3:15])[CH2:13][NH:14]3)=[CH:9][C:4]=2[O:3][CH2:2]1. (6) The product is: [CH3:32][O:33][C:34]1[C:35]([O:54][CH3:55])=[C:36]([CH:51]=[CH:52][CH:53]=1)[C:37]([O:20][C@@H:19]1[C@@H:21]([CH2:22][OH:23])[O:24][C@@H:17]([N:16]2[CH:25]=[C:26]([CH3:29])[C:27](=[O:28])[N:14]([CH2:13][O:12][CH2:11][CH:10]([C:5]3[CH:6]=[CH:7][CH:8]=[CH:9][C:4]=3[N+:1]([O-:3])=[O:2])[CH3:31])[C:15]2=[O:30])[CH2:18]1)([C:38]1[CH:39]=[CH:40][CH:41]=[CH:42][CH:43]=1)[C:44]1[CH:49]=[CH:48][CH:47]=[CH:46][CH:45]=1. Given the reactants [N+:1]([C:4]1[CH:9]=[CH:8][CH:7]=[CH:6][C:5]=1[CH:10]([CH3:31])[CH2:11][O:12][CH2:13][N:14]1[C:27](=[O:28])[C:26]([CH3:29])=[CH:25][N:16]([C@@H:17]2[O:24][C@H:21]([CH2:22][OH:23])[C@@H:19]([OH:20])[CH2:18]2)[C:15]1=[O:30])([O-:3])=[O:2].[CH3:32][O:33][C:34]1[C:35]([O:54][CH3:55])=[C:36]([CH:51]=[CH:52][CH:53]=1)[C:37](Cl)([C:44]1[CH:49]=[CH:48][CH:47]=[CH:46][CH:45]=1)[C:38]1[CH:43]=[CH:42][CH:41]=[CH:40][CH:39]=1, predict the reaction product. (7) Given the reactants [Cl:1][C:2]1[C:3]2[CH:26]=[C:25]([CH3:27])[CH:24]=[CH:23][C:4]=2[S:5][C:6]=1[C:7]1[CH:12]=[CH:11][C:10]([C:13]2[CH:18]=[CH:17][CH:16]=[CH:15][CH:14]=2)=[C:9]([C:19]([F:22])([F:21])[F:20])[CH:8]=1.C1C(=O)N([Br:35])C(=O)C1.CC(N=NC(C#N)(C)C)(C#N)C, predict the reaction product. The product is: [Br:35][CH2:27][C:25]1[CH:24]=[CH:23][C:4]2[S:5][C:6]([C:7]3[CH:12]=[CH:11][C:10]([C:13]4[CH:14]=[CH:15][CH:16]=[CH:17][CH:18]=4)=[C:9]([C:19]([F:22])([F:21])[F:20])[CH:8]=3)=[C:2]([Cl:1])[C:3]=2[CH:26]=1. (8) Given the reactants [CH:1]1([C:4]2[CH:33]=[C:32]([C:34](=[O:40])[NH:35][S:36]([CH3:39])(=[O:38])=[O:37])[C:31]([F:41])=[CH:30][C:5]=2[O:6][C@@H:7]2[CH2:12][CH2:11][CH2:10][N:9]([CH2:13][C:14]3[CH:22]=[CH:21][CH:20]=[C:19]4[C:15]=3[CH2:16][N:17](C(OC(C)(C)C)=O)[CH2:18]4)[CH2:8]2)[CH2:3][CH2:2]1.FC(F)(F)C(O)=O, predict the reaction product. The product is: [CH:1]1([C:4]2[C:5]([O:6][C@@H:7]3[CH2:12][CH2:11][CH2:10][N:9]([CH2:13][C:14]4[CH:22]=[CH:21][CH:20]=[C:19]5[C:15]=4[CH2:16][NH:17][CH2:18]5)[CH2:8]3)=[CH:30][C:31]([F:41])=[C:32]([CH:33]=2)[C:34]([NH:35][S:36]([CH3:39])(=[O:38])=[O:37])=[O:40])[CH2:2][CH2:3]1.